This data is from Catalyst prediction with 721,799 reactions and 888 catalyst types from USPTO. The task is: Predict which catalyst facilitates the given reaction. (1) Reactant: [C:1]([C:3]1[CH:4]=[CH:5][C:6]([O:18][C:19]2[CH:24]=[C:23]([Cl:25])[CH:22]=[C:21]([Cl:26])[CH:20]=2)=[C:7]([S:9]([NH:12][CH2:13][CH2:14][N:15]([CH3:17])[CH3:16])(=[O:11])=[O:10])[CH:8]=1)#[N:2].Br[CH2:28][CH2:29][N:30]1[C:34](=[O:35])[CH2:33][CH2:32][C:31]1=[O:36].[H-].[Na+]. Product: [C:1]([C:3]1[CH:4]=[CH:5][C:6]([O:18][C:19]2[CH:20]=[C:21]([Cl:26])[CH:22]=[C:23]([Cl:25])[CH:24]=2)=[C:7]([S:9]([N:12]([CH2:13][CH2:14][N:15]([CH3:17])[CH3:16])[CH2:28][CH2:29][N:30]2[C:34](=[O:35])[CH2:33][CH2:32][C:31]2=[O:36])(=[O:10])=[O:11])[CH:8]=1)#[N:2]. The catalyst class is: 3. (2) Reactant: [NH:1]1[C:9]2[C:4](=[CH:5][CH:6]=[CH:7][CH:8]=2)[CH2:3][C:2]1=[O:10].[CH3:11][C:12]1[N:17]=[C:16]2[CH2:18][O:19][C:20](=O)[C:15]2=[CH:14][CH:13]=1.Cl. Product: [CH3:11][C:12]1[N:17]=[C:16]2[CH2:18][O:19][C:20](=[C:3]3[C:4]4[C:9](=[CH:8][CH:7]=[CH:6][CH:5]=4)[NH:1][C:2]3=[O:10])[C:15]2=[CH:14][CH:13]=1. The catalyst class is: 1.